Task: Predict the product of the given reaction.. Dataset: Forward reaction prediction with 1.9M reactions from USPTO patents (1976-2016) (1) Given the reactants [Cl:1][C:2]1[S:6][C:5]([S:7]([NH:10][C:11]2[C:19]3[C:14](=[CH:15][CH:16]=[CH:17][C:18]=3[O:20][CH3:21])[N:13](C(OC(C)(C)C)=O)[N:12]=2)(=[O:9])=[O:8])=[CH:4][CH:3]=1.C(O)(C(F)(F)F)=O, predict the reaction product. The product is: [Cl:1][C:2]1[S:6][C:5]([S:7]([NH:10][C:11]2[C:19]3[C:14](=[CH:15][CH:16]=[CH:17][C:18]=3[O:20][CH3:21])[NH:13][N:12]=2)(=[O:8])=[O:9])=[CH:4][CH:3]=1. (2) Given the reactants [C:1]1([S:7]([C:10]2[CH:11]=[N:12][C:13]3[C:18]([CH:19]=2)=[CH:17][CH:16]=[CH:15][C:14]=3[CH:20]2[CH2:23][N:22](C(OC(C)(C)C)=O)[CH2:21]2)(=[O:9])=[O:8])[CH:6]=[CH:5][CH:4]=[CH:3][CH:2]=1.[ClH:31], predict the reaction product. The product is: [ClH:31].[NH:22]1[CH2:23][CH:20]([C:14]2[CH:15]=[CH:16][CH:17]=[C:18]3[C:13]=2[N:12]=[CH:11][C:10]([S:7]([C:1]2[CH:2]=[CH:3][CH:4]=[CH:5][CH:6]=2)(=[O:9])=[O:8])=[CH:19]3)[CH2:21]1. (3) Given the reactants F[C:2]1[N:7]=[CH:6][C:5]([C:8]2[CH:13]=[CH:12][C:11]([C:14]3([C:17]([N:19]4[CH2:23][CH2:22][C@@:21]5([C:27]6[CH:28]=[CH:29][CH:30]=[CH:31][C:26]=6[C:25](=[O:32])[O:24]5)[CH2:20]4)=[O:18])[CH2:16][CH2:15]3)=[CH:10][CH:9]=2)=[CH:4][CH:3]=1.C([O-])(=[O:35])C.[NH4+].CS(C)=O.C1(O)C=CC=CC=1.NC1C=CC=CC=1, predict the reaction product. The product is: [OH:35][C:2]1[N:7]=[CH:6][C:5]([C:8]2[CH:13]=[CH:12][C:11]([C:14]3([C:17]([N:19]4[CH2:23][CH2:22][C@@:21]5([C:27]6[CH:28]=[CH:29][CH:30]=[CH:31][C:26]=6[C:25](=[O:32])[O:24]5)[CH2:20]4)=[O:18])[CH2:16][CH2:15]3)=[CH:10][CH:9]=2)=[CH:4][CH:3]=1. (4) Given the reactants Cl.[CH:2]([C@:5]1([C:11]([N:13]2[CH2:18][CH:17]=[C:16]([C:19]3[CH:24]=[CH:23][CH:22]=[CH:21][CH:20]=3)[CH2:15][CH2:14]2)=[O:12])[CH2:9][CH2:8][C@@H:7]([NH2:10])[CH2:6]1)([CH3:4])[CH3:3].[O:25]1C[CH2:29][C:28](=[O:31])[CH2:27][CH2:26]1.C(N(CC)CC)C.[C:39](O[BH-](OC(=O)C)OC(=O)C)(=[O:41])C.[Na+].[C:53]([O-])(O)=O.[Na+], predict the reaction product. The product is: [NH4+:10].[OH-:12].[CH3:26][OH:25].[CH:2]([C@:5]1([C:11]([N:13]2[CH2:14][CH:15]=[C:16]([C:19]3[CH:20]=[CH:21][CH:22]=[CH:23][CH:24]=3)[CH2:17][CH2:18]2)=[O:12])[CH2:9][CH2:8][C@@H:7]([NH:10][C:39](=[O:41])[O:31][C:28]([CH3:27])([CH3:29])[CH3:53])[CH2:6]1)([CH3:4])[CH3:3]. (5) Given the reactants [CH2:1]([NH2:4])[CH2:2][NH2:3].[C:5]([OH:26])(=[O:25])[CH2:6][CH2:7][CH2:8]/[CH:9]=[CH:10]\[CH2:11]/[CH:12]=[CH:13]\[CH2:14]/[CH:15]=[CH:16]\[CH2:17]/[CH:18]=[CH:19]\[CH2:20]/[CH:21]=[CH:22]\[CH2:23][CH3:24].C(#N)C.[CH3:30][S:31]([OH:34])(=[O:33])=[O:32], predict the reaction product. The product is: [CH3:30][S:31]([O-:34])(=[O:33])=[O:32].[C:5]([O-:26])(=[O:25])[CH2:6][CH2:7][CH2:8]/[CH:9]=[CH:10]\[CH2:11]/[CH:12]=[CH:13]\[CH2:14]/[CH:15]=[CH:16]\[CH2:17]/[CH:18]=[CH:19]\[CH2:20]/[CH:21]=[CH:22]\[CH2:23][CH3:24].[CH2:1]([NH3+:4])[CH2:2][NH3+:3]. (6) Given the reactants COC[O:4][C:5]1[CH:10]=[CH:9][CH:8]=[CH:7][C:6]=1[C:11]([F:14])([F:13])[F:12].C([Li])CCC.CCCCCC.CN(C)[CH:28]=[O:29].Cl, predict the reaction product. The product is: [OH:4][C:5]1[C:6]([C:11]([F:12])([F:13])[F:14])=[CH:7][CH:8]=[CH:9][C:10]=1[CH:28]=[O:29]. (7) Given the reactants [CH2:1]1[C:4]2([CH2:42][O:41][C:7]3([CH2:12][CH2:11][CH:10]([N:13]4[C:18](=[O:19])[C:17]([CH2:20][C:21]5[CH:26]=[CH:25][C:24]([C:27]6[C:28]([C:33]#[N:34])=[CH:29][CH:30]=[CH:31][CH:32]=6)=[CH:23][CH:22]=5)=[C:16]([CH2:35][CH2:36][CH3:37])[N:15]5[N:38]=[CH:39][N:40]=[C:14]45)[CH2:9][CH2:8]3)[O:6][CH2:5]2)[CH2:3][CH2:2]1.C([BH3-])#N.[Na+].O1CCCC1, predict the reaction product. The product is: [OH:41][CH2:42][C:4]1([CH2:5][O:6][C@H:7]2[CH2:12][CH2:11][C@H:10]([N:13]3[C:18](=[O:19])[C:17]([CH2:20][C:21]4[CH:22]=[CH:23][C:24]([C:27]5[C:28]([C:33]#[N:34])=[CH:29][CH:30]=[CH:31][CH:32]=5)=[CH:25][CH:26]=4)=[C:16]([CH2:35][CH2:36][CH3:37])[N:15]4[N:38]=[CH:39][N:40]=[C:14]34)[CH2:9][CH2:8]2)[CH2:3][CH2:2][CH2:1]1. (8) Given the reactants [F:1][C:2]1[CH:7]=[CH:6][CH:5]=[CH:4][C:3]=1[C:8]([CH3:12])([CH3:11])[C:9]#[N:10].[OH-:13].[Na+].OO, predict the reaction product. The product is: [F:1][C:2]1[CH:7]=[CH:6][CH:5]=[CH:4][C:3]=1[C:8]([CH3:12])([CH3:11])[C:9]([NH2:10])=[O:13]. (9) The product is: [CH3:7][O:8][CH2:9][CH2:10][O:11][CH2:12][CH2:13][O:14][C:16]1[CH:25]=[C:24]2[C:19]([C:20](=[O:26])[NH:21][CH:22]=[N:23]2)=[CH:18][CH:17]=1. Given the reactants CS(C)=O.[H-].[Na+].[CH3:7][O:8][CH2:9][CH2:10][O:11][CH2:12][CH2:13][OH:14].F[C:16]1[CH:25]=[C:24]2[C:19]([C:20](=[O:26])[NH:21][CH:22]=[N:23]2)=[CH:18][CH:17]=1, predict the reaction product.